This data is from Catalyst prediction with 721,799 reactions and 888 catalyst types from USPTO. The task is: Predict which catalyst facilitates the given reaction. (1) Reactant: F[C:2]1[C:11]([S:12][CH3:13])=[C:10]([C:14]([F:17])([F:16])[F:15])[CH:9]=[CH:8][C:3]=1[C:4]([O:6][CH3:7])=[O:5].[CH3:18][O-:19].[Na+]. Product: [CH3:18][O:19][C:2]1[C:11]([S:12][CH3:13])=[C:10]([C:14]([F:17])([F:16])[F:15])[CH:9]=[CH:8][C:3]=1[C:4]([O:6][CH3:7])=[O:5]. The catalyst class is: 5. (2) Reactant: [C:1]([O:4][C@@H:5]1[C:22](=[O:23])[CH2:21][CH2:20][C@@:19]2([CH3:24])[C:6]1=[CH:7][CH2:8][C@@H:9]1[C@@H:18]2[CH2:17][CH2:16][C@@:14]2([CH3:15])[C@H:10]1[CH2:11][CH2:12][C:13]2=[O:25])(=[O:3])[CH3:2].[BH4-].[Na+]. Product: [C:1]([O:4][C@@H:5]1[CH:22]([OH:23])[CH2:21][CH2:20][C@@:19]2([CH3:24])[C:6]1=[CH:7][CH2:8][C@@H:9]1[C@@H:18]2[CH2:17][CH2:16][C@@:14]2([CH3:15])[C@H:10]1[CH2:11][CH2:12][C@@H:13]2[OH:25])(=[O:3])[CH3:2]. The catalyst class is: 5. (3) Reactant: Cl[C:2]1[N:10]=[C:9]([Cl:11])[C:8]([CH:12]2[CH2:14][CH2:13]2)=[CH:7][C:3]=1[C:4]([NH2:6])=[O:5].[OH:15][CH2:16][CH2:17][CH2:18][C:19](=[O:21])[CH3:20].[H-].[Na+]. Product: [Cl:11][C:9]1[C:8]([CH:12]2[CH2:14][CH2:13]2)=[CH:7][C:3]([C:4]([NH2:6])=[O:5])=[C:2]([O:15][CH2:16][CH2:17][CH2:18][C:19](=[O:21])[CH3:20])[N:10]=1. The catalyst class is: 3.